From a dataset of Full USPTO retrosynthesis dataset with 1.9M reactions from patents (1976-2016). Predict the reactants needed to synthesize the given product. (1) Given the product [F:1][C:2]1[CH:3]=[CH:4][C:5]([CH2:6][N:7]2[C:8](=[O:29])[N:9]([C:12]3[CH:16]=[C:15]([C:17]([NH:35][CH2:36][C:37]4[CH:38]=[C:39]([CH3:40])[O:32][N:33]=4)=[O:19])[NH:14][N:13]=3)[CH:10]=[N:47]2)=[CH:30][CH:31]=1, predict the reactants needed to synthesize it. The reactants are: [F:1][C:2]1[CH:31]=[CH:30][C:5]([CH2:6][N:7]2C[CH2:10][N:9]([C:12]3[CH:16]=[C:15]([C:17]([OH:19])=O)[N:14](CC4C=CC(OC)=CC=4)[N:13]=3)[C:8]2=[O:29])=[CH:4][CH:3]=1.[OH:32][N:33]1[C:37]2[CH:38]=[CH:39][CH:40]=C[C:36]=2[N:35]=N1.F[B-](F)(F)F.[N:47]1(OC(N(C)C)=[N+](C)C)C2C=CC=CC=2N=N1.C(N(CC)C(C)C)(C)C.Cl.CC1ON=C(CN)C=1. (2) The reactants are: Br[C:2]1[CH:7]=[CH:6][C:5]([O:8][CH3:9])=[CH:4][CH:3]=1.[Li]CCCC.CON(C)[C:18]([CH:20]1[CH2:25][CH2:24][O:23][CH2:22][CH2:21]1)=[O:19]. Given the product [CH3:9][O:8][C:5]1[CH:6]=[CH:7][C:2]([C:18]([CH:20]2[CH2:25][CH2:24][O:23][CH2:22][CH2:21]2)=[O:19])=[CH:3][CH:4]=1, predict the reactants needed to synthesize it. (3) Given the product [Cl:12][C:13]1[C:18]([N:19]2[CH2:24][CH2:23][CH:22]([C:25]3[CH:30]=[CH:29][CH:28]=[C:27]([Cl:31])[C:26]=3[Cl:32])[CH2:21][CH2:20]2)=[CH:17][N:16]=[N:15][C:14]=1[NH:33][NH:34][C:9](=[O:11])[CH2:8][CH:5]1[CH2:6][CH2:7]1, predict the reactants needed to synthesize it. The reactants are: S(Cl)(Cl)=O.[CH:5]1([CH2:8][C:9]([OH:11])=O)[CH2:7][CH2:6]1.[Cl:12][C:13]1[C:18]([N:19]2[CH2:24][CH2:23][CH:22]([C:25]3[CH:30]=[CH:29][CH:28]=[C:27]([Cl:31])[C:26]=3[Cl:32])[CH2:21][CH2:20]2)=[CH:17][N:16]=[N:15][C:14]=1[NH:33][NH2:34].C(=O)(O)[O-].[Na+]. (4) Given the product [CH:9]1([C:7]([B:16]2[O:20][C:19]([CH3:22])([CH3:21])[C:18]([CH3:24])([CH3:23])[O:17]2)=[CH2:8])[CH2:13][CH2:12][CH2:11][CH2:10]1, predict the reactants needed to synthesize it. The reactants are: FC(F)(F)S(O[C:7]([CH:9]1[CH2:13][CH2:12][CH2:11][CH2:10]1)=[CH2:8])(=O)=O.[B:16]1([B:16]2[O:20][C:19]([CH3:22])([CH3:21])[C:18]([CH3:24])([CH3:23])[O:17]2)[O:20][C:19]([CH3:22])([CH3:21])[C:18]([CH3:24])([CH3:23])[O:17]1.[O-]C1C=CC=CC=1.[Na+].C1(P(C2C=CC=CC=2)C2C=CC=CC=2)C=CC=CC=1. (5) Given the product [O:50]1[CH2:54][CH2:53][CH:52]([CH2:55][NH:56][C:14]([C:11]2[CH:10]=[C:9]([CH2:8][S:7][C:6]3[CH:5]=[CH:4][C:3]([C:2]([F:1])([F:20])[F:19])=[CH:18][CH:17]=3)[O:13][N:12]=2)=[O:16])[CH2:51]1, predict the reactants needed to synthesize it. The reactants are: [F:1][C:2]([F:20])([F:19])[C:3]1[CH:18]=[CH:17][C:6]([S:7][CH2:8][C:9]2[O:13][N:12]=[C:11]([C:14]([OH:16])=O)[CH:10]=2)=[CH:5][CH:4]=1.C(N(CC)CC)C.Cl.C(N=C=NCCCN(C)C)C.ON1C2C=CC=CC=2N=N1.[O:50]1[CH2:54][CH2:53][CH:52]([CH2:55][NH2:56])[CH2:51]1.